Dataset: Reaction yield outcomes from USPTO patents with 853,638 reactions. Task: Predict the reaction yield, written as a fraction of the theoretical maximum amount of product (1.0 means a 100% yield; for example, 0.34 means a 34% yield). (1) The reactants are [OH:1][C:2]1[CH:7]=[CH:6][C:5]([C:8](=[C:24]2[CH2:29][CH2:28][O:27][CH2:26][CH2:25]2)[C:9]2[CH:14]=[CH:13][C:12](/[CH:15]=[CH:16]/[C:17]([O:19][C:20]([CH3:23])([CH3:22])[CH3:21])=[O:18])=[CH:11][CH:10]=2)=[CH:4][CH:3]=1.Br[C:31]1C=CC(C(=C2CCOCC2)C2C=CC(O)=CC=2)=CC=1.C(OC(C)(C)C)(=O)C(C)=C.CC1C=CC=CC=1P(C1C=CC=CC=1C)C1C=CC=CC=1C.CCN(CC)CC. The catalyst is CC([O-])=O.CC([O-])=O.[Pd+2].CN(C=O)C. The product is [OH:1][C:2]1[CH:3]=[CH:4][C:5]([C:8](=[C:24]2[CH2:29][CH2:28][O:27][CH2:26][CH2:25]2)[C:9]2[CH:14]=[CH:13][C:12](/[CH:15]=[C:16](\[CH3:31])/[C:17]([O:19][C:20]([CH3:23])([CH3:22])[CH3:21])=[O:18])=[CH:11][CH:10]=2)=[CH:6][CH:7]=1. The yield is 0.590. (2) The reactants are [NH2:1][C:2]1[CH:7]=[CH:6][C:5]([CH:8]2[O:13][CH2:12][CH2:11][N:10]([C:14]([O:16][C:17]([CH3:20])([CH3:19])[CH3:18])=[O:15])[CH2:9]2)=[CH:4][C:3]=1[CH3:21].Br[C:23]1[CH:28]=[CH:27][C:26]([Br:29])=[CH:25][N:24]=1.C(=O)([O-])[O-].[Cs+].[Cs+]. The catalyst is O1CCOCC1. The product is [Br:29][C:26]1[CH:27]=[CH:28][C:23]([NH:1][C:2]2[CH:7]=[CH:6][C:5]([CH:8]3[O:13][CH2:12][CH2:11][N:10]([C:14]([O:16][C:17]([CH3:18])([CH3:20])[CH3:19])=[O:15])[CH2:9]3)=[CH:4][C:3]=2[CH3:21])=[N:24][CH:25]=1. The yield is 0.440. (3) The reactants are [CH2:1]([NH:8][C:9]([C:11]1[S:15][C:14]([NH2:16])=[N:13][C:12]=1[CH3:17])=[O:10])[C:2]1[CH:7]=[CH:6][CH:5]=[CH:4][CH:3]=1.[CH:18](=O)[C:19]1[CH:24]=[CH:23][CH:22]=[CH:21][CH:20]=1.C([BH3-])#N.[Na+]. The catalyst is O1CCCC1.CC(C)[O-].[Ti+4].CC(C)[O-].CC(C)[O-].CC(C)[O-]. The product is [CH2:1]([NH:8][C:9]([C:11]1[S:15][C:14]([NH:16][CH2:18][C:19]2[CH:24]=[CH:23][CH:22]=[CH:21][CH:20]=2)=[N:13][C:12]=1[CH3:17])=[O:10])[C:2]1[CH:7]=[CH:6][CH:5]=[CH:4][CH:3]=1. The yield is 0.580. (4) The reactants are [CH2:1]([O:8][C:9]1[C:17](OC2CCCCC2)=[CH:16][C:12]([C:13]([OH:15])=O)=[CH:11][C:10]=1[Cl:25])[C:2]1C=CC=CC=1.C(Cl)(=O)C([Cl:29])=O.CN(C=O)C.[NH2:37][C:38]1[CH:50]=[CH:49][C:41]([C:42]([O:44][C:45]([CH3:48])([CH3:47])[CH3:46])=[O:43])=[C:40]([O:51][CH3:52])[CH:39]=1. The catalyst is C(Cl)Cl. The product is [Cl:29][C:17]1[CH:16]=[C:12]([CH:11]=[C:10]([Cl:25])[C:9]=1[O:8][CH2:1][CH3:2])[C:13]([NH:37][C:38]1[CH:50]=[CH:49][C:41]([C:42]([O:44][C:45]([CH3:47])([CH3:48])[CH3:46])=[O:43])=[C:40]([O:51][CH3:52])[CH:39]=1)=[O:15]. The yield is 0.420. (5) The reactants are [CH3:1][N:2]([CH3:10])[C:3]1[CH:8]=[CH:7][C:6]([NH2:9])=[CH:5][CH:4]=1.P(=O)(O)(O)O.[N+]([O-])(O)=O.[N:20]([O-])=O.[Na+].[CH3:24][C:25](=[O:30])[CH2:26][C:27](=[O:29])[CH3:28].C([O-])(=O)C.[K+].C([O-])([O-])=O.[Na+].[Na+]. The catalyst is C(O)C. The product is [CH3:1][N:2]([CH3:10])[C:3]1[CH:8]=[CH:7][C:6]([NH:9][N:20]=[C:26]([C:25](=[O:30])[CH3:24])[C:27](=[O:29])[CH3:28])=[CH:5][CH:4]=1. The yield is 0.960. (6) The reactants are [F:1][C:2]([F:19])([F:18])[C:3]1[CH:4]=[C:5]([C:9]2[CH2:13][CH:12]([C:14]([O:16]C)=[O:15])[O:11][N:10]=2)[CH:6]=[CH:7][CH:8]=1.[OH-].[Na+].Cl. The catalyst is C1COCC1.O. The product is [F:19][C:2]([F:1])([F:18])[C:3]1[CH:4]=[C:5]([C:9]2[CH2:13][CH:12]([C:14]([OH:16])=[O:15])[O:11][N:10]=2)[CH:6]=[CH:7][CH:8]=1. The yield is 1.00. (7) The reactants are [O:1]1[C:5]2[CH:6]=[CH:7][C:8]([CH2:10][C:11]#[N:12])=[CH:9][C:4]=2[O:3]C1.B(Br)(Br)Br.O. The catalyst is C(Cl)Cl. The product is [OH:3][C:4]1[CH:9]=[C:8]([CH2:10][C:11]#[N:12])[CH:7]=[CH:6][C:5]=1[OH:1]. The yield is 0.540.